This data is from Full USPTO retrosynthesis dataset with 1.9M reactions from patents (1976-2016). The task is: Predict the reactants needed to synthesize the given product. (1) Given the product [Br:1][C:2]1[CH:3]=[CH:4][C:5]([O:6][C:7]([F:15])([F:16])[C@H:8]2[CH2:9][CH2:10][C@H:11]([OH:14])[CH2:12][CH2:13]2)=[CH:17][CH:18]=1, predict the reactants needed to synthesize it. The reactants are: [Br:1][C:2]1[CH:18]=[CH:17][C:5]([O:6][C:7]([F:16])([F:15])[CH:8]2[CH2:13][CH2:12][C:11](=[O:14])[CH2:10][CH2:9]2)=[CH:4][CH:3]=1.[BH4-].[Na+]. (2) Given the product [Cl:1][C:2]1[CH:19]=[CH:18][C:5]2=[C:6]([CH2:14][OH:15])[CH:7]=[C:8]3[C:13]([CH:12]=[N:11][CH:10]=[CH:9]3)=[C:4]2[CH:3]=1, predict the reactants needed to synthesize it. The reactants are: [Cl:1][C:2]1[CH:19]=[CH:18][C:5]2=[C:6]([C:14](OC)=[O:15])[CH:7]=[C:8]3[C:13]([CH:12]=[N:11][CH:10]=[CH:9]3)=[C:4]2[CH:3]=1.[H-].[Al+3].[Li+].[H-].[H-].[H-]. (3) Given the product [P:6]([O:8][CH2:9][O:10][C:11](=[O:39])[N:12]([C:36](=[O:38])[CH3:37])[CH2:13][C@@H:14]1[O:18][C:17](=[O:19])[N:16]([C:20]2[CH:25]=[CH:24][C:23]([N:26]3[CH2:33][C:32]4[C:28](=[N:29][N:30]([CH3:34])[CH:31]=4)[CH2:27]3)=[C:22]([F:35])[CH:21]=2)[CH2:15]1)([OH:7])([OH:40])=[O:5], predict the reactants needed to synthesize it. The reactants are: C([O:5][P:6]([O:40]C(C)(C)C)([O:8][CH2:9][O:10][C:11](=[O:39])[N:12]([C:36](=[O:38])[CH3:37])[CH2:13][C@@H:14]1[O:18][C:17](=[O:19])[N:16]([C:20]2[CH:25]=[CH:24][C:23]([N:26]3[CH2:33][C:32]4[C:28](=[N:29][N:30]([CH3:34])[CH:31]=4)[CH2:27]3)=[C:22]([F:35])[CH:21]=2)[CH2:15]1)=[O:7])(C)(C)C.Cl.C(OCC)C. (4) Given the product [Br:32][C:5]1[N:6]=[C:7]([C:8]2[C:9]([O:17][CH3:18])=[N:10][C:11]([CH:14]([CH3:16])[CH3:15])=[CH:12][CH:13]=2)[C:2]([Cl:1])=[N:3][C:4]=1[NH:19][C@@H:20]([CH3:24])[CH2:21][O:22][CH3:23], predict the reactants needed to synthesize it. The reactants are: [Cl:1][C:2]1[C:7]([C:8]2[C:9]([O:17][CH3:18])=[N:10][C:11]([CH:14]([CH3:16])[CH3:15])=[CH:12][CH:13]=2)=[N:6][CH:5]=[C:4]([NH:19][C@@H:20]([CH3:24])[CH2:21][O:22][CH3:23])[N:3]=1.C1C(=O)N([Br:32])C(=O)C1.